Dataset: Full USPTO retrosynthesis dataset with 1.9M reactions from patents (1976-2016). Task: Predict the reactants needed to synthesize the given product. (1) Given the product [Cl:1][C:2]1[CH:7]=[CH:6][C:5]([NH:8][C:9]([C:11]2[CH:12]=[CH:13][C:14]([C:17]3[N:33]([CH3:32])[CH2:34][CH2:35][N:18]=3)=[CH:15][CH:16]=2)=[O:10])=[C:4]([C:19](=[O:28])[NH:20][C:21]2[CH:26]=[CH:25][C:24]([Cl:27])=[CH:23][N:22]=2)[CH:3]=1, predict the reactants needed to synthesize it. The reactants are: [Cl:1][C:2]1[CH:7]=[CH:6][C:5]([NH:8][C:9]([C:11]2[CH:16]=[CH:15][C:14]([C:17]#[N:18])=[CH:13][CH:12]=2)=[O:10])=[C:4]([C:19](=[O:28])[NH:20][C:21]2[CH:26]=[CH:25][C:24]([Cl:27])=[CH:23][N:22]=2)[CH:3]=1.S.IC.[CH3:32][NH:33][CH2:34][CH2:35]N. (2) Given the product [CH3:22][O:21][C:18]1[CH:19]=[C:20]2[C:15](=[CH:16][C:17]=1[O:23][CH3:24])[N:14]=[N:13][CH:12]=[C:11]2[N:8]1[C:9]2[C:5](=[CH:4][CH:3]=[C:2]([N:25]3[CH2:30][CH2:29][O:28][CH2:27][CH2:26]3)[CH:10]=2)[CH:6]=[N:7]1, predict the reactants needed to synthesize it. The reactants are: Br[C:2]1[CH:10]=[C:9]2[C:5]([CH:6]=[N:7][N:8]2[C:11]2[C:20]3[C:15](=[CH:16][C:17]([O:23][CH3:24])=[C:18]([O:21][CH3:22])[CH:19]=3)[N:14]=[N:13][CH:12]=2)=[CH:4][CH:3]=1.[NH:25]1[CH2:30][CH2:29][O:28][CH2:27][CH2:26]1.CC1(C)C2C=CC=C(P(C3C=CC=CC=3)C3C=CC=CC=3)C=2OC2C1=CC=CC=2P(C1C=CC=CC=1)C1C=CC=CC=1.CC(C)([O-])C.[Na+]. (3) The reactants are: [Br:1][C:2]1[CH:3]=[C:4]([CH2:9][C@H:10]([NH:14][C:15]([O:17][C:18]([CH3:21])([CH3:20])[CH3:19])=[O:16])[C:11]([OH:13])=O)[CH:5]=[CH:6][C:7]=1[I:8].F[P-](F)(F)(F)(F)F.N1(O[P+](N(C)C)(N(C)C)N(C)C)C2C=CC=CC=2N=N1.Cl.[NH2:50][CH2:51][C:52]([C:54]1[CH:59]=[CH:58][CH:57]=[CH:56][CH:55]=1)=[O:53].C(N(CC)C(C)C)(C)C. Given the product [Br:1][C:2]1[CH:3]=[C:4]([CH:5]=[CH:6][C:7]=1[I:8])[CH2:9][C@H:10]([NH:14][C:15](=[O:16])[O:17][C:18]([CH3:21])([CH3:20])[CH3:19])[C:11](=[O:13])[NH:50][CH2:51][C:52](=[O:53])[C:54]1[CH:59]=[CH:58][CH:57]=[CH:56][CH:55]=1, predict the reactants needed to synthesize it. (4) Given the product [OH:15][CH:10]([CH2:11][CH2:12][CH:13]=[CH2:14])[CH:4]([CH3:3])[C:5]([O:7][CH2:8][CH3:9])=[O:6], predict the reactants needed to synthesize it. The reactants are: [BH4-].[Na+].[CH3:3][CH:4]([C:10](=[O:15])[CH2:11][CH2:12][CH:13]=[CH2:14])[C:5]([O:7][CH2:8][CH3:9])=[O:6].